Predict the reactants needed to synthesize the given product. From a dataset of Full USPTO retrosynthesis dataset with 1.9M reactions from patents (1976-2016). (1) Given the product [F:21][C:4]1[CH:3]=[C:2]([C:28]2[CH:27]=[CH:26][CH:25]=[C:24]([C:22]#[N:23])[CH:29]=2)[CH:7]=[CH:6][C:5]=1[C:8]([N:10]1[CH2:14][CH2:13][CH2:12][C@H:11]1[CH2:15][N:16]1[CH2:20][CH2:19][CH2:18][CH2:17]1)=[O:9], predict the reactants needed to synthesize it. The reactants are: Br[C:2]1[CH:7]=[CH:6][C:5]([C:8]([N:10]2[CH2:14][CH2:13][CH2:12][C@H:11]2[CH2:15][N:16]2[CH2:20][CH2:19][CH2:18][CH2:17]2)=[O:9])=[C:4]([F:21])[CH:3]=1.[C:22]([C:24]1[CH:25]=[C:26](B(O)O)[CH:27]=[CH:28][CH:29]=1)#[N:23]. (2) Given the product [CH2:31]([O:30][C:29]([NH:28][CH2:27][CH2:26][N:14]1[CH2:15][CH2:16][CH:11]([CH2:10][C@@H:9]([C:17]([O:19][CH:20]2[CH2:21][CH2:22][CH2:23][CH2:24]2)=[O:18])[NH:8][C:6]([O:5][C:1]([CH3:4])([CH3:2])[CH3:3])=[O:7])[CH2:12][CH2:13]1)=[O:38])[C:32]1[CH:37]=[CH:36][CH:35]=[CH:34][CH:33]=1, predict the reactants needed to synthesize it. The reactants are: [C:1]([O:5][C:6]([NH:8][C@H:9]([C:17]([O:19][CH:20]1[CH2:24][CH2:23][CH2:22][CH2:21]1)=[O:18])[CH2:10][CH:11]1[CH2:16][CH2:15][NH:14][CH2:13][CH2:12]1)=[O:7])([CH3:4])([CH3:3])[CH3:2].O=[CH:26][CH2:27][NH:28][C:29](=[O:38])[O:30][CH2:31][C:32]1[CH:37]=[CH:36][CH:35]=[CH:34][CH:33]=1. (3) Given the product [CH3:1][O:2][C:3](=[O:17])[C:4]1[CH:9]=[CH:8][CH:7]=[C:6]([C:10]2[N:11]=[CH:12][S:13][C:14]=2[CH2:15][O:16][CH:19]2[CH2:20][CH2:21][CH2:22][CH2:23][O:18]2)[CH:5]=1, predict the reactants needed to synthesize it. The reactants are: [CH3:1][O:2][C:3](=[O:17])[C:4]1[CH:9]=[CH:8][CH:7]=[C:6]([C:10]2[N:11]=[CH:12][S:13][C:14]=2[CH2:15][OH:16])[CH:5]=1.[O:18]1[CH:23]=[CH:22][CH2:21][CH2:20][CH2:19]1.O.C1(C)C=CC(S(O)(=O)=O)=CC=1. (4) The reactants are: N1C(Cl)=NC(Cl)=NC=1Cl.[OH2:10].[CH:11]1[C:16](N)=[CH:15][CH:14]=[C:13](N)[CH:12]=1.[CH3:19][C:20]([CH3:22])=[O:21]. Given the product [CH:13]1[C:22]2[C:20](=[O:21])[C:19]3[C:16](=[CH:15][CH:14]=[CH:13][CH:12]=3)[C:11](=[O:10])[C:15]=2[CH:16]=[CH:11][CH:12]=1, predict the reactants needed to synthesize it. (5) Given the product [CH3:35][N:6]1[CH2:5][CH:4]([CH2:7][N:8]2[C:16]3[C:11](=[CH:12][CH:13]=[CH:14][CH:15]=3)[C:10]3([C:20]4=[CH:21][C:22]5[O:26][CH2:25][O:24][C:23]=5[CH:27]=[C:19]4[O:18][CH2:17]3)[C:9]2=[O:28])[O:3][C:2]1=[O:1], predict the reactants needed to synthesize it. The reactants are: [O:1]=[C:2]1[NH:6][CH2:5][CH:4]([CH2:7][N:8]2[C:16]3[C:11](=[CH:12][CH:13]=[CH:14][CH:15]=3)[C:10]3([C:20]4=[CH:21][C:22]5[O:26][CH2:25][O:24][C:23]=5[CH:27]=[C:19]4[O:18][CH2:17]3)[C:9]2=[O:28])[O:3]1.[OH-].[Na+].S(OC)(O[CH3:35])(=O)=O. (6) Given the product [F:17][C:18]1[CH:19]=[C:20]([CH:23]=[CH:24][C:25]=1[F:26])[CH2:21][N:12]1[CH:13]=[CH:14][CH:15]=[CH:16][C:11]1=[N:5][C:4]1[CH:6]=[CH:7][C:8]([F:9])=[C:2]([F:1])[CH:3]=1, predict the reactants needed to synthesize it. The reactants are: [F:1][C:2]1[CH:3]=[C:4]([CH:6]=[CH:7][C:8]=1[F:9])[NH2:5].F[C:11]1[CH:16]=[CH:15][CH:14]=[CH:13][N:12]=1.[F:17][C:18]1[CH:19]=[C:20]([CH:23]=[CH:24][C:25]=1[F:26])[CH2:21]Br. (7) Given the product [Br:1][C:7]1[C:8]2[CH2:9][CH2:10][N:11]([C:15](=[O:20])[C:16]([F:19])([F:17])[F:18])[CH2:12][CH2:13][C:14]=2[C:4]([OH:3])=[CH:5][CH:6]=1, predict the reactants needed to synthesize it. The reactants are: [Br:1]Br.[OH:3][C:4]1[C:14]2[CH2:13][CH2:12][N:11]([C:15](=[O:20])[C:16]([F:19])([F:18])[F:17])[CH2:10][CH2:9][C:8]=2[CH:7]=[CH:6][CH:5]=1.